From a dataset of NCI-60 drug combinations with 297,098 pairs across 59 cell lines. Regression. Given two drug SMILES strings and cell line genomic features, predict the synergy score measuring deviation from expected non-interaction effect. (1) Drug 2: CC1=C2C(C(=O)C3(C(CC4C(C3C(C(C2(C)C)(CC1OC(=O)C(C(C5=CC=CC=C5)NC(=O)OC(C)(C)C)O)O)OC(=O)C6=CC=CC=C6)(CO4)OC(=O)C)O)C)O. Drug 1: CS(=O)(=O)C1=CC(=C(C=C1)C(=O)NC2=CC(=C(C=C2)Cl)C3=CC=CC=N3)Cl. Cell line: HT29. Synergy scores: CSS=68.8, Synergy_ZIP=21.1, Synergy_Bliss=20.2, Synergy_Loewe=-9.47, Synergy_HSA=17.9. (2) Drug 1: CC1=C(C=C(C=C1)NC2=NC=CC(=N2)N(C)C3=CC4=NN(C(=C4C=C3)C)C)S(=O)(=O)N.Cl. Drug 2: CS(=O)(=O)C1=CC(=C(C=C1)C(=O)NC2=CC(=C(C=C2)Cl)C3=CC=CC=N3)Cl. Cell line: NCI-H322M. Synergy scores: CSS=1.33, Synergy_ZIP=0.245, Synergy_Bliss=1.29, Synergy_Loewe=-2.13, Synergy_HSA=-1.31. (3) Drug 1: CCCCC(=O)OCC(=O)C1(CC(C2=C(C1)C(=C3C(=C2O)C(=O)C4=C(C3=O)C=CC=C4OC)O)OC5CC(C(C(O5)C)O)NC(=O)C(F)(F)F)O. Drug 2: CN(CCCl)CCCl.Cl. Cell line: IGROV1. Synergy scores: CSS=42.0, Synergy_ZIP=2.81, Synergy_Bliss=3.79, Synergy_Loewe=-2.92, Synergy_HSA=5.36. (4) Drug 2: C1C(C(OC1N2C=NC(=NC2=O)N)CO)O. Synergy scores: CSS=-2.31, Synergy_ZIP=1.21, Synergy_Bliss=-0.274, Synergy_Loewe=-5.50, Synergy_HSA=-3.82. Cell line: SNB-75. Drug 1: CC1=C(C(CCC1)(C)C)C=CC(=CC=CC(=CC(=O)O)C)C. (5) Drug 1: C(=O)(N)NO. Drug 2: CC1C(C(CC(O1)OC2CC(CC3=C2C(=C4C(=C3O)C(=O)C5=CC=CC=C5C4=O)O)(C(=O)C)O)N)O. Cell line: A549. Synergy scores: CSS=50.7, Synergy_ZIP=-2.57, Synergy_Bliss=-2.78, Synergy_Loewe=-46.7, Synergy_HSA=-1.30. (6) Synergy scores: CSS=62.4, Synergy_ZIP=4.99, Synergy_Bliss=5.53, Synergy_Loewe=-4.72, Synergy_HSA=8.69. Drug 2: B(C(CC(C)C)NC(=O)C(CC1=CC=CC=C1)NC(=O)C2=NC=CN=C2)(O)O. Cell line: IGROV1. Drug 1: CC1=C2C(C(=O)C3(C(CC4C(C3C(C(C2(C)C)(CC1OC(=O)C(C(C5=CC=CC=C5)NC(=O)C6=CC=CC=C6)O)O)OC(=O)C7=CC=CC=C7)(CO4)OC(=O)C)O)C)OC(=O)C. (7) Drug 1: C1=CN(C=N1)CC(O)(P(=O)(O)O)P(=O)(O)O. Drug 2: CN(C(=O)NC(C=O)C(C(C(CO)O)O)O)N=O. Cell line: UACC62. Synergy scores: CSS=8.47, Synergy_ZIP=-2.93, Synergy_Bliss=-1.81, Synergy_Loewe=0.0474, Synergy_HSA=0.245.